From a dataset of Full USPTO retrosynthesis dataset with 1.9M reactions from patents (1976-2016). Predict the reactants needed to synthesize the given product. Given the product [ClH:36].[ClH:36].[CH2:28]([C:9]1[C:10]2[C:15](=[CH:14][CH:13]=[CH:12][C:11]=2[NH:16][C:17]([C:19]2[N:23]3[CH:24]=[CH:25][CH:26]=[CH:27][C:22]3=[N:21][CH:20]=2)=[O:18])[N:7]([CH2:6][C:4]2[CH:5]=[N:1][N:2]([CH2:34][CH3:35])[CH:3]=2)[N:8]=1)[CH3:29], predict the reactants needed to synthesize it. The reactants are: [NH:1]1[CH:5]=[C:4]([CH2:6][N:7]2[C:15]3[C:10](=[C:11]([NH:16][C:17]([C:19]4[N:23]5[CH:24]=[CH:25][CH:26]=[CH:27][C:22]5=[N:21][CH:20]=4)=[O:18])[CH:12]=[CH:13][CH:14]=3)[C:9]([CH2:28][CH3:29])=[N:8]2)[CH:3]=[N:2]1.O.[OH-].[Cs+].Br[CH2:34][CH3:35].[ClH:36].